From a dataset of Forward reaction prediction with 1.9M reactions from USPTO patents (1976-2016). Predict the product of the given reaction. Given the reactants [CH2:1]([O:5][C:6]1[C:11]2=[CH:12][CH:13]=[C:14]3[C:23]([N:22]=[C:21]4[C:16]([CH:17]=[CH:18][CH:19]=[C:20]4[C:24](O)=[O:25])=[N:15]3)=[C:10]2[CH:9]=[CH:8][CH:7]=1)[CH:2]([CH3:4])[CH3:3].[CH3:27][N:28]([CH3:32])[CH2:29][CH2:30][NH2:31], predict the reaction product. The product is: [CH3:27][N:28]([CH3:32])[CH2:29][CH2:30][NH:31][C:24]([C:20]1[C:21]2[C:16](=[N:15][C:14]3[C:23]([N:22]=2)=[C:10]2[CH:9]=[CH:8][CH:7]=[C:6]([O:5][CH2:1][CH:2]([CH3:3])[CH3:4])[C:11]2=[CH:12][CH:13]=3)[CH:17]=[CH:18][CH:19]=1)=[O:25].